The task is: Regression. Given two drug SMILES strings and cell line genomic features, predict the synergy score measuring deviation from expected non-interaction effect.. This data is from NCI-60 drug combinations with 297,098 pairs across 59 cell lines. (1) Synergy scores: CSS=-2.22, Synergy_ZIP=1.17, Synergy_Bliss=0.498, Synergy_Loewe=-8.13, Synergy_HSA=-8.19. Cell line: OVCAR-8. Drug 1: CC(C)(C#N)C1=CC(=CC(=C1)CN2C=NC=N2)C(C)(C)C#N. Drug 2: CC1=C2C(C(=O)C3(C(CC4C(C3C(C(C2(C)C)(CC1OC(=O)C(C(C5=CC=CC=C5)NC(=O)OC(C)(C)C)O)O)OC(=O)C6=CC=CC=C6)(CO4)OC(=O)C)O)C)O. (2) Drug 1: CC1=CC2C(CCC3(C2CCC3(C(=O)C)OC(=O)C)C)C4(C1=CC(=O)CC4)C. Drug 2: C1=CC(=CC=C1C#N)C(C2=CC=C(C=C2)C#N)N3C=NC=N3. Cell line: HCT116. Synergy scores: CSS=7.47, Synergy_ZIP=2.22, Synergy_Bliss=5.99, Synergy_Loewe=5.68, Synergy_HSA=6.17. (3) Drug 1: C1=CN(C(=O)N=C1N)C2C(C(C(O2)CO)O)(F)F. Drug 2: CC1(CCCN1)C2=NC3=C(C=CC=C3N2)C(=O)N. Cell line: NCI-H460. Synergy scores: CSS=69.9, Synergy_ZIP=7.04, Synergy_Bliss=1.25, Synergy_Loewe=-37.6, Synergy_HSA=2.33.